This data is from Reaction yield outcomes from USPTO patents with 853,638 reactions. The task is: Predict the reaction yield, written as a fraction of the theoretical maximum amount of product (1.0 means a 100% yield; for example, 0.34 means a 34% yield). (1) The reactants are [CH3:1][C:2]1[CH:7]=[CH:6][CH:5]=[C:4]([CH3:8])[C:3]=1[C:9]1[CH:14]=[CH:13][CH:12]=[C:11]([CH2:15][O:16][C:17]2[N:22]=[CH:21][C:20]([CH:23]([OH:46])[CH2:24][CH2:25][O:26][C:27]([C:40]3[CH:45]=[CH:44][CH:43]=[CH:42][CH:41]=3)([C:34]3[CH:39]=[CH:38][CH:37]=[CH:36][CH:35]=3)[C:28]3[CH:33]=[CH:32][CH:31]=[CH:30][CH:29]=3)=[CH:19][CH:18]=2)[CH:10]=1.[H-].[Na+].[CH3:49][O:50][CH2:51]Cl.[Cl-].[NH4+]. The product is [CH3:1][C:2]1[CH:7]=[CH:6][CH:5]=[C:4]([CH3:8])[C:3]=1[C:9]1[CH:14]=[CH:13][CH:12]=[C:11]([CH2:15][O:16][C:17]2[CH:18]=[CH:19][C:20]([CH:23]([O:46][CH2:49][O:50][CH3:51])[CH2:24][CH2:25][O:26][C:27]([C:34]3[CH:35]=[CH:36][CH:37]=[CH:38][CH:39]=3)([C:40]3[CH:41]=[CH:42][CH:43]=[CH:44][CH:45]=3)[C:28]3[CH:29]=[CH:30][CH:31]=[CH:32][CH:33]=3)=[CH:21][N:22]=2)[CH:10]=1. The yield is 0.320. The catalyst is CN(C)C=O.[I-].C([N+](CCCC)(CCCC)CCCC)CCC. (2) The catalyst is N1C=CC=CC=1.C(OCC)(=O)C. The yield is 0.890. The product is [Cl:10][CH2:11][CH2:12][CH2:13][O:14][C:15]1[CH:24]=[C:23]2[C:18]([C:19]([NH:25][C:26]3[CH:30]=[C:29]([CH2:31][C:32]([NH:4][C:3]4[CH:5]=[CH:6][CH:7]=[C:8]([F:9])[C:2]=4[F:1])=[O:33])[NH:28][N:27]=3)=[N:20][CH:21]=[N:22]2)=[CH:17][CH:16]=1. The reactants are [F:1][C:2]1[C:8]([F:9])=[CH:7][CH:6]=[CH:5][C:3]=1[NH2:4].[Cl:10][CH2:11][CH2:12][CH2:13][O:14][C:15]1[CH:24]=[C:23]2[C:18]([C:19]([NH:25][C:26]3[CH:30]=[C:29]([CH2:31][C:32](O)=[O:33])[NH:28][N:27]=3)=[N:20][CH:21]=[N:22]2)=[CH:17][CH:16]=1.P(Cl)(Cl)(Cl)=O.CCOCC. (3) The reactants are O[C:2]1[CH:10]=[CH:9][CH:8]=[C:7]2[C:3]=1[CH2:4][CH2:5][C:6]2=[O:11].N1C=CN=C1.C([Si](C)(C)Cl)(C)(C)C.O. The catalyst is CN(C=O)C. The product is [CH2:4]1[C:3]2[C:7](=[CH:8][CH:9]=[CH:10][CH:2]=2)[C:6](=[O:11])[CH2:5]1. The yield is 0.799. (4) The reactants are [CH2:1]([C:3]1[NH:4][C:5](=[O:27])[C:6]([CH2:12][C:13]2[CH:18]=[CH:17][C:16]([C:19]3[C:20]([C:25]#[N:26])=[CH:21][CH:22]=[CH:23][CH:24]=3)=[CH:15][CH:14]=2)=[C:7]([CH2:9][CH2:10][CH3:11])[N:8]=1)[CH3:2].[C:28]([O:32][C:33]1[CH:38]=[CH:37][C:36](B(O)O)=[CH:35][CH:34]=1)([CH3:31])([CH3:30])[CH3:29].C(N(CC)CC)C.N1C=CC=CC=1. The catalyst is ClCCl.C(OCC)(=O)C.C([O-])(=O)C.[Cu+2].C([O-])(=O)C. The product is [C:28]([O:32][C:33]1[CH:38]=[CH:37][C:36]([N:4]2[C:5](=[O:27])[C:6]([CH2:12][C:13]3[CH:18]=[CH:17][C:16]([C:19]4[C:20]([C:25]#[N:26])=[CH:21][CH:22]=[CH:23][CH:24]=4)=[CH:15][CH:14]=3)=[C:7]([CH2:9][CH2:10][CH3:11])[N:8]=[C:3]2[CH2:1][CH3:2])=[CH:35][CH:34]=1)([CH3:31])([CH3:29])[CH3:30]. The yield is 0.660. (5) The reactants are [Br:1][C:2]1[CH:6]=[CH:5][S:4][C:3]=1[C:7]([NH2:9])=O.COC(OC)[N:13]([CH3:15])C.C1(C)C=CC=CC=1.C(O)(=O)C.[NH2:29]N. No catalyst specified. The product is [Br:1][C:2]1[CH:6]=[CH:5][S:4][C:3]=1[C:7]1[NH:9][CH:15]=[N:13][N:29]=1. The yield is 0.856.